From a dataset of Aqueous solubility values for 9,982 compounds from the AqSolDB database. Regression/Classification. Given a drug SMILES string, predict its absorption, distribution, metabolism, or excretion properties. Task type varies by dataset: regression for continuous measurements (e.g., permeability, clearance, half-life) or binary classification for categorical outcomes (e.g., BBB penetration, CYP inhibition). For this dataset (solubility_aqsoldb), we predict Y. (1) The molecule is CC(CCO)CCO. The Y is 0.927 log mol/L. (2) The compound is c1ccc2cc3c(cc2c1)-c1cccc2cccc-3c12. The Y is -8.50 log mol/L. (3) The molecule is CCOP(=O)([O-])Cc1cc(C(C)(C)C)c(O)c(C(C)(C)C)c1.CCOP(=O)([O-])Cc1cc(C(C)(C)C)c(O)c(C(C)(C)C)c1.[Ca+2]. The Y is -2.46 log mol/L. (4) The drug is CCN(CC)S(=O)(=O)c1ccc(N)cc1. The Y is -2.63 log mol/L. (5) The molecule is C1CCC2CC3CCCCC3CC2C1.CCC1CCC(CC)CC1.CCCCCCCCCCCC(CC)CCCCCCC(CC)CCCCCCC.CCCCCCCCCCCCCCCCCCCCCCCCCCCCCC.Cc1cccc(C)c1.c1ccc2cc3ccccc3cc2c1.c1ccc2ccccc2c1. The Y is -5.41 log mol/L. (6) The molecule is O=C(O)c1ccc2c(c1C(=O)O)C(=O)c1ccccc1C2=O. The Y is -2.81 log mol/L. (7) The drug is C=C(C)C(=O)OCC(CC)CCCC. The Y is -4.81 log mol/L. (8) The compound is CC(C)Cc1nnc(NS(=O)(=O)c2ccc(N)cc2)s1. The Y is -3.82 log mol/L. (9) The Y is -9.50 log mol/L. The drug is Clc1cc(Cl)c(-c2c(Cl)c(Cl)c(Cl)c(Cl)c2Cl)cc1Cl. (10) The drug is CC(=O)O[C@@H]1C[C@@H]2CC[C@@]1(C)C2(C)C. The Y is -3.50 log mol/L.